From a dataset of Full USPTO retrosynthesis dataset with 1.9M reactions from patents (1976-2016). Predict the reactants needed to synthesize the given product. Given the product [F:1][C:2]1[C:10]([C:11]([F:14])([F:13])[F:12])=[N:9][CH:8]=[CH:7][C:3]=1[C:4]([N:49]1[CH2:50][CH2:51][C:46]2([O:45][CH2:44][CH2:43][O:42]2)[CH2:47][CH2:48]1)=[O:6], predict the reactants needed to synthesize it. The reactants are: [F:1][C:2]1[C:10]([C:11]([F:14])([F:13])[F:12])=[N:9][CH:8]=[CH:7][C:3]=1[C:4]([OH:6])=O.F[P-](F)(F)(F)(F)F.N1(O[P+](N(C)C)(N(C)C)N(C)C)C2C=CC=CC=2N=N1.[O:42]1[C:46]2([CH2:51][CH2:50][NH:49][CH2:48][CH2:47]2)[O:45][CH2:44][CH2:43]1.C(=O)(O)[O-].[Na+].